Dataset: Catalyst prediction with 721,799 reactions and 888 catalyst types from USPTO. Task: Predict which catalyst facilitates the given reaction. Reactant: [C:1]([O:5][C:6](=[O:19])[NH:7][C@H:8]([C@H:16]1[CH2:18][O:17]1)[CH2:9][C:10]1[CH:15]=[CH:14][CH:13]=[CH:12][CH:11]=1)([CH3:4])([CH3:3])[CH3:2].[CH:20]1([NH2:26])[CH2:25][CH2:24][CH2:23][CH2:22][CH2:21]1. Product: [C:1]([O:5][C:6](=[O:19])[NH:7][C@@H:8]([CH2:9][C:10]1[CH:15]=[CH:14][CH:13]=[CH:12][CH:11]=1)[C@H:16]([OH:17])[CH2:18][NH:26][CH:20]1[CH2:25][CH2:24][CH2:23][CH2:22][CH2:21]1)([CH3:4])([CH3:3])[CH3:2]. The catalyst class is: 14.